Dataset: NCI-60 drug combinations with 297,098 pairs across 59 cell lines. Task: Regression. Given two drug SMILES strings and cell line genomic features, predict the synergy score measuring deviation from expected non-interaction effect. (1) Drug 1: CCC1=CC2CC(C3=C(CN(C2)C1)C4=CC=CC=C4N3)(C5=C(C=C6C(=C5)C78CCN9C7C(C=CC9)(C(C(C8N6C)(C(=O)OC)O)OC(=O)C)CC)OC)C(=O)OC.C(C(C(=O)O)O)(C(=O)O)O. Drug 2: C1=CC=C(C(=C1)C(C2=CC=C(C=C2)Cl)C(Cl)Cl)Cl. Cell line: SF-295. Synergy scores: CSS=37.3, Synergy_ZIP=3.11, Synergy_Bliss=3.55, Synergy_Loewe=-51.6, Synergy_HSA=2.80. (2) Drug 1: CC=C1C(=O)NC(C(=O)OC2CC(=O)NC(C(=O)NC(CSSCCC=C2)C(=O)N1)C(C)C)C(C)C. Drug 2: CCN(CC)CCNC(=O)C1=C(NC(=C1C)C=C2C3=C(C=CC(=C3)F)NC2=O)C. Cell line: M14. Synergy scores: CSS=16.6, Synergy_ZIP=-6.72, Synergy_Bliss=-9.22, Synergy_Loewe=-45.8, Synergy_HSA=-11.6. (3) Drug 1: CC1C(C(=O)NC(C(=O)N2CCCC2C(=O)N(CC(=O)N(C(C(=O)O1)C(C)C)C)C)C(C)C)NC(=O)C3=C4C(=C(C=C3)C)OC5=C(C(=O)C(=C(C5=N4)C(=O)NC6C(OC(=O)C(N(C(=O)CN(C(=O)C7CCCN7C(=O)C(NC6=O)C(C)C)C)C)C(C)C)C)N)C. Drug 2: N.N.Cl[Pt+2]Cl. Cell line: CAKI-1. Synergy scores: CSS=29.6, Synergy_ZIP=-6.47, Synergy_Bliss=-0.769, Synergy_Loewe=-7.97, Synergy_HSA=0.0496. (4) Drug 1: CC1=C(C(=CC=C1)Cl)NC(=O)C2=CN=C(S2)NC3=CC(=NC(=N3)C)N4CCN(CC4)CCO. Drug 2: CN(CCCl)CCCl.Cl. Cell line: COLO 205. Synergy scores: CSS=29.7, Synergy_ZIP=3.03, Synergy_Bliss=1.27, Synergy_Loewe=0.564, Synergy_HSA=0.508.